From a dataset of Forward reaction prediction with 1.9M reactions from USPTO patents (1976-2016). Predict the product of the given reaction. (1) Given the reactants [NH2:1][CH2:2][CH2:3][N:4]1[C:8]2=[N:9][CH:10]=[N:11][C:12]([NH2:13])=[C:7]2[C:6]([C:14]2[CH:19]=[CH:18][C:17]([O:20][C:21]3[CH:26]=[CH:25][CH:24]=[CH:23][CH:22]=3)=[CH:16][CH:15]=2)=[N:5]1.[C:27]([CH2:29][C:30](O)=[O:31])#[N:28].C(O)(C(F)(F)F)=O.O, predict the reaction product. The product is: [NH2:13][C:12]1[N:11]=[CH:10][N:9]=[C:8]2[N:4]([CH2:3][CH2:2][NH:1][C:30](=[O:31])[CH2:29][C:27]#[N:28])[N:5]=[C:6]([C:14]3[CH:19]=[CH:18][C:17]([O:20][C:21]4[CH:26]=[CH:25][CH:24]=[CH:23][CH:22]=4)=[CH:16][CH:15]=3)[C:7]=12. (2) Given the reactants Cl.[CH2:2]=[C:3]1[C:8](=[O:9])[CH:7]2[CH2:10][CH2:11][N:4]1[CH2:5][CH2:6]2.O.C([N:15]([CH2:18][CH3:19])[CH2:16][CH3:17])C, predict the reaction product. The product is: [CH2:3]([N:4]([CH2:2][CH:3]1[C:8](=[O:9])[CH:7]2[CH2:10][CH2:11][N:4]1[CH2:5][CH2:6]2)[CH2:5][C:6]1[CH:17]=[CH:16][N:15]=[CH:18][CH:19]=1)[CH3:2]. (3) Given the reactants [OH:1][CH:2]1[CH2:5][N:4]([C:6]([O:8][C:9]([CH3:12])([CH3:11])[CH3:10])=[O:7])[CH2:3]1.[CH3:13][C:14]([Si:17](Cl)([CH3:19])[CH3:18])([CH3:16])[CH3:15], predict the reaction product. The product is: [Si:17]([O:1][CH:2]1[CH2:3][N:4]([C:6]([O:8][C:9]([CH3:12])([CH3:11])[CH3:10])=[O:7])[CH2:5]1)([C:14]([CH3:16])([CH3:15])[CH3:13])([CH3:19])[CH3:18]. (4) Given the reactants [F:1][C:2]1[CH:3]=[C:4]([CH:8]=[CH:9][C:10]2[CH:15]=[CH:14][CH:13]=[CH:12][N+:11]=2[O-])[CH:5]=[CH:6][CH:7]=1.COS(OC)(=O)=O.[C-:24]#[N:25].[Na+], predict the reaction product. The product is: [F:1][C:2]1[CH:3]=[C:4]([CH:8]=[CH:9][C:10]2[N:11]=[C:12]([C:24]#[N:25])[CH:13]=[CH:14][CH:15]=2)[CH:5]=[CH:6][CH:7]=1. (5) Given the reactants [OH-].[Li+].[CH:3]([C:6]1[CH:10]=[C:9]([CH3:11])[N:8]([CH2:12][C:13]([O:15]CC)=[O:14])[N:7]=1)([CH3:5])[CH3:4].Cl, predict the reaction product. The product is: [CH:3]([C:6]1[CH:10]=[C:9]([CH3:11])[N:8]([CH2:12][C:13]([OH:15])=[O:14])[N:7]=1)([CH3:5])[CH3:4]. (6) Given the reactants [Cl:1][C:2]1[C:7]([N+:8]([O-:10])=[O:9])=[C:6]([Cl:11])[CH:5]=[CH:4][C:3]=1[OH:12].[C:13]([O-])([O-])=O.[K+].[K+].CI, predict the reaction product. The product is: [Cl:11][C:6]1[CH:5]=[CH:4][C:3]([O:12][CH3:13])=[C:2]([Cl:1])[C:7]=1[N+:8]([O-:10])=[O:9]. (7) Given the reactants [CH2:1]([C@@:5]1([CH2:27][CH3:28])[NH:11][C@H:10]([C:12]2[CH:17]=[CH:16][CH:15]=[CH:14][CH:13]=2)[C:9]2[CH:18]=[C:19]([OH:24])[C:20]([O:22][CH3:23])=[CH:21][C:8]=2[S:7](=[O:26])(=[O:25])[CH2:6]1)[CH2:2][CH2:3][CH3:4].[CH2:29]([C@@:33]1([CH2:56][CH3:57])[NH:39][C@H:38]([C:40]2[CH:45]=[CH:44][CH:43]=[CH:42][CH:41]=2)[C:37]2[CH:46]=[C:47]([O:52][CH3:53])[C:48]([O:50]C)=[CH:49][C:36]=2[S:35](=[O:55])(=[O:54])[CH2:34]1)[CH2:30][CH2:31][CH3:32].C(=O)([O-])[O-].[K+].[K+].CI, predict the reaction product. The product is: [CH2:29]([C@@:33]1([CH2:56][CH3:57])[NH:39][C@H:38]([C:40]2[CH:41]=[CH:42][CH:43]=[CH:44][CH:45]=2)[C:37]2[CH:46]=[C:47]([O:52][CH3:53])[C:48]([OH:50])=[CH:49][C:36]=2[S:35](=[O:54])(=[O:55])[CH2:34]1)[CH2:30][CH2:31][CH3:32].[CH2:1]([C@@:5]1([CH2:27][CH3:28])[NH:11][C@H:10]([C:12]2[CH:13]=[CH:14][CH:15]=[CH:16][CH:17]=2)[C:9]2[CH:18]=[C:19]([OH:24])[C:20]([O:22][CH3:23])=[CH:21][C:8]=2[S:7](=[O:26])(=[O:25])[CH2:6]1)[CH2:2][CH2:3][CH3:4]. (8) Given the reactants C1([NH2+][CH:8]2[CH2:13][CH2:12][CH2:11][CH2:10][CH2:9]2)CCCCC1.[C:14]([O:18][C:19]([NH:21][C@@H:22]([C:34]([O-:36])=O)[CH2:23][C:24]1[CH:29]=[CH:28][C:27]([C:30]([CH3:33])([CH3:32])[CH3:31])=[CH:26][CH:25]=1)=[O:20])([CH3:17])([CH3:16])[CH3:15].CCN(C(C)C)C(C)C.Cl.COC1C=C([C:57]2[C@@H:66]3[C@@H:61]([CH2:62][CH2:63][CH2:64][CH2:65]3)[C:60](=[O:67])[N:59]([CH:68]3[CH2:73][CH2:72][NH:71][CH2:70][CH2:69]3)[N:58]=2)C=CC=1OC.C[CH2:75][O:76]C(C(C#N)=NOC(N1CCOCC1)=[N+](C)C)=O.F[P-](F)(F)(F)(F)F.[C:101](=O)(O)[O-:102].[Na+], predict the reaction product. The product is: [C:30]([C:27]1[CH:26]=[CH:25][C:24]([CH2:23][C@@H:22]([NH:21][C:19](=[O:20])[O:18][C:14]([CH3:17])([CH3:16])[CH3:15])[C:34]([N:71]2[CH2:72][CH2:73][CH:68]([N:59]3[N:58]=[C:57]([C:8]4[CH:9]=[CH:10][C:11]([O:76][CH3:75])=[C:12]([O:102][CH3:101])[CH:13]=4)[C@@H:66]4[C@@H:61]([CH2:62][CH2:63][CH2:64][CH2:65]4)[C:60]3=[O:67])[CH2:69][CH2:70]2)=[O:36])=[CH:29][CH:28]=1)([CH3:32])([CH3:31])[CH3:33].